From a dataset of Reaction yield outcomes from USPTO patents with 853,638 reactions. Predict the reaction yield, written as a fraction of the theoretical maximum amount of product (1.0 means a 100% yield; for example, 0.34 means a 34% yield). (1) The reactants are [Cl-].[Cl-].C([Al+2])C.[C:6]([O:10][CH3:11])(=[O:9])[CH:7]=[CH2:8].[C:12]([O:15][C@@H:16]1[CH2:34][CH2:33][C@@:32]2([CH3:35])[C@H:18]([CH2:19][CH2:20][C@@H:21]3[C:31]2=[CH:30][CH2:29][C@@:28]2([CH3:36])[C@H:22]3[CH2:23][CH2:24]/[C:25]/2=[CH:26]/[CH3:27])[CH2:17]1)(=[O:14])[CH3:13].O. The catalyst is C(Cl)Cl. The product is [C:12]([O:15][C@@H:16]1[CH2:34][CH2:33][C@@:32]2([CH3:35])[C@H:18]([CH2:19][CH2:20][C@@H:21]3[C:31]2=[CH:30][CH2:29][C@@:28]2([CH3:36])[C@H:22]3[CH2:23][CH:24]=[C:25]2[C@H:26]([CH3:27])[CH2:8][CH2:7][C:6]([O:10][CH3:11])=[O:9])[CH2:17]1)(=[O:14])[CH3:13]. The yield is 0.700. (2) The reactants are [Cl:1][C:2]1[C:7]([Cl:8])=[CH:6][CH:5]=[CH:4][C:3]=1[CH2:9][N:10]1[C:14]2[CH:15]=[C:16]([N:22]3[CH2:27][CH2:26][O:25][CH2:24][CH2:23]3)[CH:17]=[C:18]([C:19]([NH2:21])=O)[C:13]=2[N:12]=[C:11]1[C:28]([F:31])([F:30])[F:29].COC(OC)[N:35]([CH3:37])C.O.[NH2:41]N. No catalyst specified. The product is [Cl:1][C:2]1[C:7]([Cl:8])=[CH:6][CH:5]=[CH:4][C:3]=1[CH2:9][N:10]1[C:14]2[CH:15]=[C:16]([N:22]3[CH2:23][CH2:24][O:25][CH2:26][CH2:27]3)[CH:17]=[C:18]([C:19]3[N:21]=[CH:37][NH:35][N:41]=3)[C:13]=2[N:12]=[C:11]1[C:28]([F:29])([F:30])[F:31]. The yield is 0.276. (3) The reactants are C([O-])([O-])=O.[Ca+2].[O:6]1[C:10]2[CH:11]=[CH:12][CH:13]=[C:14]([NH2:15])[C:9]=2[O:8][CH2:7]1.[I:16](Cl)(=O)=O.I(Cl)(=O)=O.C[N+](C)(C)CC1C=CC=CC=1. The catalyst is C(Cl)Cl.CO.O. The product is [I:16][C:11]1[C:10]2[O:6][CH2:7][O:8][C:9]=2[C:14]([NH2:15])=[CH:13][CH:12]=1. The yield is 0.469. (4) The reactants are [I:1][C:2]1[CH:3]=[C:4]2[C:8](=[CH:9][CH:10]=1)[NH:7][C:6](=[O:11])[C:5]2=O.[NH:13]([C:15]([C:17]1[CH:35]=[CH:34][C:20]([CH2:21][NH:22][C:23](=[O:33])[C:24]2[CH:29]=[CH:28][CH:27]=[C:26]([N+:30]([O-:32])=[O:31])[CH:25]=2)=[CH:19][CH:18]=1)=[O:16])[NH2:14]. The catalyst is C(O)(=O)C. The product is [N+:30]([C:26]1[CH:25]=[C:24]([CH:29]=[CH:28][CH:27]=1)[C:23]([NH:22][CH2:21][C:20]1[CH:19]=[CH:18][C:17]([C:15]([NH:13][N:14]=[C:5]2[C:4]3[C:8](=[CH:9][CH:10]=[C:2]([I:1])[CH:3]=3)[NH:7][C:6]2=[O:11])=[O:16])=[CH:35][CH:34]=1)=[O:33])([O-:32])=[O:31]. The yield is 0.890. (5) The reactants are [N-:1]=[N+:2]=[N-:3].[Na+].[Cl-].[NH4+].[CH3:7][C:8]([CH3:13])([CH3:12])[CH:9]1[O:11][CH2:10]1. The catalyst is CO.O. The product is [N:1]([CH2:10][CH:9]([OH:11])[C:8]([CH3:13])([CH3:12])[CH3:7])=[N+:2]=[N-:3]. The yield is 0.940. (6) The reactants are Cl[C:2]1[C:3]2[CH2:17][CH2:16][CH2:15][C:4]=2[N:5]=[C:6]([C:8]2[CH:13]=[CH:12][CH:11]=[C:10]([Cl:14])[CH:9]=2)[N:7]=1.[NH2:18][C:19]1[CH:24]=[CH:23][C:22]([CH2:25][S:26]([NH2:29])(=[O:28])=[O:27])=[CH:21][CH:20]=1. No catalyst specified. The product is [Cl:14][C:10]1[CH:9]=[C:8]([C:6]2[N:7]=[C:2]([NH:18][C:19]3[CH:24]=[CH:23][C:22]([CH2:25][S:26]([NH2:29])(=[O:27])=[O:28])=[CH:21][CH:20]=3)[C:3]3[CH2:17][CH2:16][CH2:15][C:4]=3[N:5]=2)[CH:13]=[CH:12][CH:11]=1. The yield is 0.580. (7) The reactants are [CH3:1][N:2]([CH3:21])[C:3]1[N:8]=[C:7]([CH3:9])[C:6]([CH2:10][C:11]([O:13][CH3:14])=[O:12])=[C:5]([C:15]2[CH:20]=[CH:19][CH:18]=[CH:17][CH:16]=2)[N:4]=1.[Li+].C[Si]([N-][Si](C)(C)C)(C)C.I[CH2:33][CH2:34][CH3:35]. The catalyst is CN(C=O)C. The product is [CH3:21][N:2]([CH3:1])[C:3]1[N:8]=[C:7]([CH3:9])[C:6]([CH:10]([CH2:33][CH2:34][CH3:35])[C:11]([O:13][CH3:14])=[O:12])=[C:5]([C:15]2[CH:20]=[CH:19][CH:18]=[CH:17][CH:16]=2)[N:4]=1. The yield is 0.790.